This data is from Forward reaction prediction with 1.9M reactions from USPTO patents (1976-2016). The task is: Predict the product of the given reaction. Given the reactants [OH2:1].[OH-:2].[Li+].[F:4][C:5]1([F:51])[CH2:8][N:7]([C:9]2[N:14]=[C:13]([CH2:15][N:16]3[C@@H:20]([CH3:21])[C@@H:19]([C:22]4[CH:27]=[C:26]([C:28]([F:31])([F:30])[F:29])[CH:25]=[C:24]([F:32])[CH:23]=4)[O:18][C:17]3=[O:33])[C:12]([C:34]3[CH:35]=[C:36](OC(C4CCCCC4)=O)[CH:37]=[CH:38][C:39]=3[O:40][CH3:41])=[CH:11][CH:10]=2)[CH2:6]1.Cl.[C:53](#N)[CH3:54], predict the reaction product. The product is: [F:51][C:5]1([F:4])[CH2:6][N:7]([C:9]2[N:14]=[C:13]([CH2:15][N:16]3[C@@H:20]([CH3:21])[C@@H:19]([C:22]4[CH:27]=[C:26]([C:28]([F:30])([F:29])[F:31])[CH:25]=[C:24]([F:32])[CH:23]=4)[O:18][C:17]3=[O:33])[C:12]([C:34]3[CH:35]=[C:36]([C@H:11]4[CH2:12][CH2:13][C@H:53]([C:54]([OH:2])=[O:1])[CH2:9][CH2:10]4)[CH:37]=[CH:38][C:39]=3[O:40][CH3:41])=[CH:11][CH:10]=2)[CH2:8]1.